From a dataset of Catalyst prediction with 721,799 reactions and 888 catalyst types from USPTO. Predict which catalyst facilitates the given reaction. (1) Reactant: C[O:2][C:3](=[O:24])[CH2:4][C:5]1[CH:10]=[C:9]([Br:11])[C:8]([O:12][C:13]2[CH:18]=[CH:17][C:16]([NH2:19])=[C:15]([N+:20]([O-])=O)[CH:14]=2)=[C:7]([Br:23])[CH:6]=1.S(S([O-])=O)([O-])=O.[Na+].[Na+].[CH2:33](O)C. Product: [Br:23][C:7]1[CH:6]=[C:5]([CH2:4][C:3]([OH:2])=[O:24])[CH:10]=[C:9]([Br:11])[C:8]=1[O:12][C:13]1[CH:18]=[CH:17][C:16]2[N:19]=[CH:33][NH:20][C:15]=2[CH:14]=1. The catalyst class is: 24. (2) Reactant: [CH:1]([N:4]1[CH2:8][CH2:7][CH2:6][CH2:5]1)([CH3:3])[CH3:2].[CH2:9]([O:11][CH2:12][Cl:13])[CH3:10]. Product: [Cl-:13].[CH2:9]([O:11][CH2:12][N+:4]1([CH:1]([CH3:3])[CH3:2])[CH2:8][CH2:7][CH2:6][CH2:5]1)[CH3:10]. The catalyst class is: 131. (3) Reactant: C([O:8][C:9]1[C:14]([O:15][CH3:16])=[CH:13][C:12]([CH2:17][CH2:18][NH:19][C:20](=[O:31])[C@@H:21]([NH:25][S:26]([CH2:29][CH3:30])(=[O:28])=[O:27])[CH:22]([CH3:24])[CH3:23])=[CH:11][C:10]=1[Br:32])C1C=CC=CC=1. Product: [Br:32][C:10]1[CH:11]=[C:12]([CH2:17][CH2:18][NH:19][C:20](=[O:31])[C@@H:21]([NH:25][S:26]([CH2:29][CH3:30])(=[O:28])=[O:27])[CH:22]([CH3:24])[CH3:23])[CH:13]=[C:14]([O:15][CH3:16])[C:9]=1[OH:8]. The catalyst class is: 312. (4) Product: [CH2:17]([N:12]1[CH:13]=[C:8]([F:7])[CH:9]=[C:10]([CH:15]=[O:16])[C:11]1=[O:14])[CH3:18]. Reactant: C([O-])([O-])=O.[K+].[K+].[F:7][C:8]1[CH:9]=[C:10]([CH:15]=[O:16])[C:11](=[O:14])[NH:12][CH:13]=1.[CH2:17](I)[CH3:18]. The catalyst class is: 57. (5) Reactant: [OH:1][C@H:2]([C:10]1[CH:19]=[CH:18][C:13]2[C:14](=[O:17])[O:15][CH2:16][C:12]=2[C:11]=1[CH3:20])[CH2:3][N:4]1[CH2:9][CH2:8][NH:7][CH2:6][CH2:5]1.[CH3:21][C:22]1[C:30]2[CH2:29][O:28][C:27](=[O:31])[C:26]=2[CH:25]=[CH:24][C:23]=1[C@H:32]1[CH2:34][O:33]1.C(O)C. Product: [OH:1][C@H:2]([C:10]1[CH:19]=[CH:18][C:13]2[C:14](=[O:17])[O:15][CH2:16][C:12]=2[C:11]=1[CH3:20])[CH2:3][N:4]1[CH2:9][CH2:8][N:7]([CH2:34][C@@H:32]([OH:33])[C:23]2[CH:24]=[CH:25][C:26]3[C:27](=[O:31])[O:28][CH2:29][C:30]=3[C:22]=2[CH3:21])[CH2:6][CH2:5]1. The catalyst class is: 2. (6) Reactant: [CH:1]([N:14]1[CH2:19][CH2:18][CH:17]([CH2:20][O:21][C:22]2[C:30](Cl)=[CH:29][C:25]([C:26]([OH:28])=[O:27])=[C:24]([F:32])[CH:23]=2)[CH2:16][CH2:15]1)([C:8]1[CH:13]=[CH:12][CH:11]=[CH:10][CH:9]=1)[C:2]1[CH:7]=[CH:6][CH:5]=[CH:4][CH:3]=1.[CH:33]1(B(O)O)[CH2:35][CH2:34]1.P([O-])([O-])([O-])=O.[K+].[K+].[K+].F[B-](F)(F)F.C1(P(C2CCCCC2)C2CCCCC2)CCCCC1. Product: [CH:1]([N:14]1[CH2:19][CH2:18][CH:17]([CH2:20][O:21][C:22]2[C:30]([CH:33]3[CH2:35][CH2:34]3)=[CH:29][C:25]([C:26]([OH:28])=[O:27])=[C:24]([F:32])[CH:23]=2)[CH2:16][CH2:15]1)([C:8]1[CH:13]=[CH:12][CH:11]=[CH:10][CH:9]=1)[C:2]1[CH:7]=[CH:6][CH:5]=[CH:4][CH:3]=1. The catalyst class is: 498.